From a dataset of NCI-60 drug combinations with 297,098 pairs across 59 cell lines. Regression. Given two drug SMILES strings and cell line genomic features, predict the synergy score measuring deviation from expected non-interaction effect. (1) Drug 1: CC(C1=C(C=CC(=C1Cl)F)Cl)OC2=C(N=CC(=C2)C3=CN(N=C3)C4CCNCC4)N. Drug 2: C1=NC2=C(N=C(N=C2N1C3C(C(C(O3)CO)O)O)F)N. Cell line: PC-3. Synergy scores: CSS=13.4, Synergy_ZIP=-3.80, Synergy_Bliss=0.955, Synergy_Loewe=-0.0729, Synergy_HSA=1.63. (2) Drug 1: C1=NNC2=C1C(=O)NC=N2. Drug 2: CC12CCC3C(C1CCC2OP(=O)(O)O)CCC4=C3C=CC(=C4)OC(=O)N(CCCl)CCCl.[Na+]. Cell line: PC-3. Synergy scores: CSS=6.17, Synergy_ZIP=-1.54, Synergy_Bliss=2.53, Synergy_Loewe=-2.32, Synergy_HSA=-0.588.